Predict the product of the given reaction. From a dataset of Forward reaction prediction with 1.9M reactions from USPTO patents (1976-2016). (1) Given the reactants [F:1][C:2]1[CH:7]=[C:6]([I:8])[CH:5]=[CH:4][C:3]=1[NH:9][C:10]1[C:14]2[CH:15]=[N:16][CH:17]=[CH:18][C:13]=2[O:12][C:11]=1[C:19]([O:21]CC)=O.[OH-].[Na+].[CH:26]([O:28][CH2:29][CH2:30][O:31][NH2:32])=[CH2:27].C1C=CC2N(O)N=NC=2C=1, predict the reaction product. The product is: [CH:26]([O:28][CH2:29][CH2:30][O:31][NH:32][C:19]([C:11]1[O:12][C:13]2[CH:18]=[CH:17][N:16]=[CH:15][C:14]=2[C:10]=1[NH:9][C:3]1[CH:4]=[CH:5][C:6]([I:8])=[CH:7][C:2]=1[F:1])=[O:21])=[CH2:27]. (2) The product is: [Cl:1][C:2]1[CH:29]=[C:28]([F:30])[C:27]([F:31])=[CH:26][C:3]=1[C:4]([NH:6][C:7](=[O:25])[NH:8][C:9]1[CH:18]=[CH:17][C:12]([C:13]([OH:15])=[O:14])=[CH:11][C:10]=1[CH:19]=[CH:20][C:21]([O:23][CH3:24])=[O:22])=[O:5]. Given the reactants [Cl:1][C:2]1[CH:29]=[C:28]([F:30])[C:27]([F:31])=[CH:26][C:3]=1[C:4]([NH:6][C:7](=[O:25])[NH:8][C:9]1[CH:18]=[CH:17][C:12]([C:13]([O:15]C)=[O:14])=[CH:11][C:10]=1[CH:19]=[CH:20][C:21]([O:23][CH3:24])=[O:22])=[O:5].O.[OH-].[Li+].Cl, predict the reaction product. (3) Given the reactants [F:1][C:2]1[CH:3]=[C:4]([N:29]2[CH2:33][C@H:32]([CH2:34][NH:35][C:36](=[O:38])[CH3:37])[O:31][C:30]2=[O:39])[CH:5]=[CH:6][C:7]=1[C:8]1[C:9](OC)=[N:10][C:11]([O:14][C@@H:15]2[CH2:20][O:19][C:18]3=[N:21][C:22]([N+:24]([O-:26])=[O:25])=[CH:23][N:17]3[CH2:16]2)=[N:12][CH:13]=1.BrC1[C:42](N(C)C)=[N:43][C:44](O[C@@H]2COC3=NC([N+]([O-])=O)=CN3C2)=NC=1, predict the reaction product. The product is: [CH3:42][N:43]([CH3:44])[C:9]1[C:8]([C:7]2[CH:6]=[CH:5][C:4]([N:29]3[CH2:33][C@H:32]([CH2:34][NH:35][C:36](=[O:38])[CH3:37])[O:31][C:30]3=[O:39])=[CH:3][C:2]=2[F:1])=[CH:13][N:12]=[C:11]([O:14][C@@H:15]2[CH2:20][O:19][C:18]3=[N:21][C:22]([N+:24]([O-:26])=[O:25])=[CH:23][N:17]3[CH2:16]2)[N:10]=1. (4) Given the reactants C([O:3][C:4]([CH:6]1[CH2:10][CH:9]([S:11]([C:14]2[CH:19]=[CH:18][CH:17]=[CH:16][C:15]=2[C:20]([F:23])([F:22])[F:21])(=[O:13])=[O:12])[CH2:8][N:7]1[C:24]1[CH:29]=[CH:28][CH:27]=[C:26]([O:30][C:31]([F:34])([F:33])[F:32])[CH:25]=1)=[O:5])C.[OH-].[Li+], predict the reaction product. The product is: [F:34][C:31]([F:32])([F:33])[O:30][C:26]1[CH:25]=[C:24]([N:7]2[CH2:8][CH:9]([S:11]([C:14]3[CH:19]=[CH:18][CH:17]=[CH:16][C:15]=3[C:20]([F:21])([F:22])[F:23])(=[O:13])=[O:12])[CH2:10][CH:6]2[C:4]([OH:5])=[O:3])[CH:29]=[CH:28][CH:27]=1. (5) Given the reactants Br[C:2]1[CH:8]=[CH:7][C:5]([NH2:6])=[CH:4][CH:3]=1.[F:9][C:10]([F:22])([F:21])[O:11][C:12]1[CH:13]=[C:14](B(O)O)[CH:15]=[CH:16][CH:17]=1, predict the reaction product. The product is: [F:9][C:10]([F:21])([F:22])[O:11][C:12]1[CH:17]=[C:16]([C:2]2[CH:8]=[CH:7][C:5]([NH2:6])=[CH:4][CH:3]=2)[CH:15]=[CH:14][CH:13]=1. (6) Given the reactants CO[C:3]([C:5]1[C:6]([OH:33])=[C:7]2[C:12](=[CH:13][N:14]=1)[N:11]([CH2:15][C:16]1[CH:21]=[CH:20][CH:19]=[CH:18][CH:17]=1)[C:10](=[O:22])[C:9]([C:23]1[CH:28]=[CH:27][CH:26]=[C:25]([C:29]([F:32])([F:31])[F:30])[CH:24]=1)=[CH:8]2)=[O:4].[NH2:34][CH2:35][CH2:36][CH2:37][C:38]([OH:40])=[O:39].C[O-].[Na+], predict the reaction product. The product is: [CH2:15]([N:11]1[C:12]2[C:7](=[C:6]([OH:33])[C:5]([C:3]([NH:34][CH2:35][CH2:36][CH2:37][C:38]([OH:40])=[O:39])=[O:4])=[N:14][CH:13]=2)[CH:8]=[C:9]([C:23]2[CH:28]=[CH:27][CH:26]=[C:25]([C:29]([F:30])([F:32])[F:31])[CH:24]=2)[C:10]1=[O:22])[C:16]1[CH:17]=[CH:18][CH:19]=[CH:20][CH:21]=1.